Task: Predict the product of the given reaction.. Dataset: Forward reaction prediction with 1.9M reactions from USPTO patents (1976-2016) (1) Given the reactants Br[C:2]1[C:7]2[N:8]=[C:9]([NH:12][C:13]3[CH:18]=[CH:17][C:16]([N:19]4[CH2:24][CH2:23][N:22]([CH3:25])[CH2:21][CH2:20]4)=[CH:15][CH:14]=3)[N:10]=[CH:11][C:6]=2[C:5](=[O:26])[N:4]([CH2:27][CH3:28])[CH:3]=1.[C:29]1(B(O)O)[CH2:34][CH2:33][CH2:32][CH2:31][CH:30]=1.C(=O)([O-])[O-].[Cs+].[Cs+], predict the reaction product. The product is: [C:29]1([C:2]2[C:7]3[N:8]=[C:9]([NH:12][C:13]4[CH:18]=[CH:17][C:16]([N:19]5[CH2:24][CH2:23][N:22]([CH3:25])[CH2:21][CH2:20]5)=[CH:15][CH:14]=4)[N:10]=[CH:11][C:6]=3[C:5](=[O:26])[N:4]([CH2:27][CH3:28])[CH:3]=2)[CH2:34][CH2:33][CH2:32][CH2:31][CH:30]=1. (2) Given the reactants [CH3:1][C:2]1[CH:7]=[CH:6][C:5]([NH2:8])=[CH:4][C:3]=1[NH:9][C:10]1[N:15]=[C:14]([C:16]2[CH:21]=[N:20][CH:19]=[CH:18][N:17]=2)[CH:13]=[CH:12][N:11]=1.[CH3:22][N:23]([CH3:33])[C:24]1[CH:25]=[C:26]([CH:30]=[CH:31][CH:32]=1)[C:27](O)=[O:28].F[P-](F)(F)(F)(F)F.N1(O[P+](N(C)C)(N(C)C)N(C)C)C2C=CC=CC=2N=N1.CCN(C(C)C)C(C)C, predict the reaction product. The product is: [CH3:22][N:23]([CH3:33])[C:24]1[CH:25]=[C:26]([CH:30]=[CH:31][CH:32]=1)[C:27]([NH:8][C:5]1[CH:6]=[CH:7][C:2]([CH3:1])=[C:3]([NH:9][C:10]2[N:15]=[C:14]([C:16]3[CH:21]=[N:20][CH:19]=[CH:18][N:17]=3)[CH:13]=[CH:12][N:11]=2)[CH:4]=1)=[O:28]. (3) Given the reactants [F:1][C:2]1[CH:3]=[C:4]2[C:8](=[CH:9][CH:10]=1)[C:7](=[O:11])O[C:5]2=[O:12].[NH2:13][CH2:14][C:15]([OH:17])=[O:16].S([O-])(O[CH3:22])(=O)=O.C(=O)([O-])[O-].[K+].[K+], predict the reaction product. The product is: [CH3:22][O:16][C:15](=[O:17])[CH2:14][N:13]1[C:5](=[O:12])[C:4]2[C:8](=[CH:9][CH:10]=[C:2]([F:1])[CH:3]=2)[C:7]1=[O:11]. (4) Given the reactants [I:1][C:2]1[N:7]=[C:6]([CH3:8])[C:5]([OH:9])=[CH:4][CH:3]=1.[CH3:10][O:11][CH2:12]Cl.CCN(C(C)C)C(C)C, predict the reaction product. The product is: [I:1][C:2]1[N:7]=[C:6]([CH3:8])[C:5]([O:9][CH2:10][O:11][CH3:12])=[CH:4][CH:3]=1. (5) Given the reactants [F:1][C:2]1[CH:9]=[C:8]([CH:10]([OH:37])/[CH:11]=[CH:12]/[C:13]2[N:17]([C:18]([C:31]3[CH:36]=[CH:35][CH:34]=[CH:33][CH:32]=3)([C:25]3[CH:30]=[CH:29][CH:28]=[CH:27][CH:26]=3)[C:19]3[CH:24]=[CH:23][CH:22]=[CH:21][CH:20]=3)[CH:16]=[N:15][CH:14]=2)[CH:7]=[CH:6][C:3]=1[C:4]#[N:5].O, predict the reaction product. The product is: [F:1][C:2]1[CH:9]=[C:8]([CH:10]([OH:37])[CH2:11][CH2:12][C:13]2[N:17]([C:18]([C:19]3[CH:24]=[CH:23][CH:22]=[CH:21][CH:20]=3)([C:25]3[CH:26]=[CH:27][CH:28]=[CH:29][CH:30]=3)[C:31]3[CH:36]=[CH:35][CH:34]=[CH:33][CH:32]=3)[CH:16]=[N:15][CH:14]=2)[CH:7]=[CH:6][C:3]=1[C:4]#[N:5]. (6) Given the reactants [Br:1][C:2]1[C:7](O)=[CH:6][CH:5]=[C:4]([N+:9]([O-:11])=[O:10])[N:3]=1.[C:12](OC(=O)C)(=[O:14])[CH3:13], predict the reaction product. The product is: [C:12]([C:7]1[C:2]([Br:1])=[N:3][C:4]([N+:9]([O-:11])=[O:10])=[CH:5][CH:6]=1)(=[O:14])[CH3:13]. (7) The product is: [CH3:26][S:27]([O:18][CH2:17][CH2:16][CH2:15][CH2:14][CH2:13][C:3]1[N:2]([CH3:1])[C:6]([C:7]2[CH:12]=[CH:11][CH:10]=[CH:9][CH:8]=2)=[N:5][N:4]=1)(=[O:29])=[O:28]. Given the reactants [CH3:1][N:2]1[C:6]([C:7]2[CH:12]=[CH:11][CH:10]=[CH:9][CH:8]=2)=[N:5][N:4]=[C:3]1[CH2:13][CH2:14][CH2:15][CH2:16][CH2:17][OH:18].C(N(CC)CC)C.[CH3:26][S:27](Cl)(=[O:29])=[O:28], predict the reaction product. (8) The product is: [NH2:35][C:2]1[N:33]=[CH:32][CH:31]=[CH:30][C:3]=1[C:4]([C:6]1[N:7]=[C:8]([N:16]2[CH2:22][CH2:21][CH2:20][N:19]([C:23]([O:25][C:26]([CH3:29])([CH3:28])[CH3:27])=[O:24])[CH2:18][CH2:17]2)[C:9]2[C:14]([CH:15]=1)=[CH:13][CH:12]=[CH:11][CH:10]=2)=[O:5]. Given the reactants F[C:2]1[N:33]=[CH:32][CH:31]=[CH:30][C:3]=1[C:4]([C:6]1[N:7]=[C:8]([N:16]2[CH2:22][CH2:21][CH2:20][N:19]([C:23]([O:25][C:26]([CH3:29])([CH3:28])[CH3:27])=[O:24])[CH2:18][CH2:17]2)[C:9]2[C:14]([CH:15]=1)=[CH:13][CH:12]=[CH:11][CH:10]=2)=[O:5].[OH-].[NH4+:35], predict the reaction product.